This data is from Experimentally validated miRNA-target interactions with 360,000+ pairs, plus equal number of negative samples. The task is: Binary Classification. Given a miRNA mature sequence and a target amino acid sequence, predict their likelihood of interaction. (1) The miRNA is hsa-miR-6072 with sequence UCCUCAUCACACUGCACCUUAG. The protein sequence of the target gene is MSWSFLTRLLEEIHNHSTFVGKIWLTVLIVFRIVLTAVGGESIYYDEQSKFVCNTEQPGCENVCYDAFAPLSHVRFWVFQIILVATPSVMYLGYAIHKIAKMEHGEADKKAARSKPYAMRWKQHRALEETEEDHEEDPMMYPEMELESEKENKEQSQPKPKHDGRRRIREDGLMKIYVLQLLARTVFEVGFLIGQYFLYGFQVHPFYVCSRLPCPHKIDCFISRPTEKTIFLLIMYGVTGLCLLLNIWEMLHLGFGTIRDSLNSKRRELDDPGAYNYPFTWNTPSAPPGYNIAVKPDQIQ.... Result: 0 (no interaction). (2) The miRNA is hsa-miR-6079 with sequence UUGGAAGCUUGGACCAACUAGCUG. The protein sequence of the target gene is MGSCVSRDLFTSAHKNCPMPQGADPLNPDLPSGRTPTVAPDCVIGKDKQMDFCWDPWQRCFQTTNGYLSDSRSRPGNYNVAALATSSLVGVVQSIKDHITKPTAMARGRVAHLIEWKGWSAQPAGWELSPAEDEHYCCLPDELREARFAAGVAEQFAITEATLSAWSSLDEEELHPENSPQGIVQLQDLESIYLQDSLPSGPSQDDSLQAFSSPSPSPDSCPSPEEPPSTAGIPQPPSPELQHRRRLPGAQGPEGGTHPPGSLPSMDSGSLWEEDEVFYN. Result: 0 (no interaction). (3) The miRNA is rno-miR-327 with sequence CCUUGAGGGGCAUGAGGGU. The protein sequence of the target gene is MDRTLESLRHIIAQVLPHRDPALVFKDLNVVSMLQEFWESKQQQKAAFPSEGVVVYESLPAPGPPFVSYVTLPGGSCFGNFQCCLSRAEARRDAAKVALINSLFNELPSRRITKEFIMESVQEAVASTSGTLDDADDPSTSVGAYHYMLESNMGKTMLEFQELMTIFQLLHWNGSLKALRETKCSRQEVISYYSQYSLDEKMRSHMALDWIMKERDSPGIVSQELRMALRQLEEARKAGQELRFYKEKKEILSLALTQICSDPDTSSPSDDQLSLTALCGYH. Result: 0 (no interaction). (4) The miRNA is mmu-miR-6998-3p with sequence AGAGCUGCUCUGUGCCCACACA. The protein sequence of the target gene is MSHQGKKSIPHITSDRLLIRGGRIINDDQSFYADVYLEDGLIKQIGENLIVPGGVKTIEANGRMVIPGGIDVNTYLQKPSQGMTSADDFFQGTKAALAGGTTMIIDHVVPEPGSSLLTSFEKWHEAADTKSCCDYSLHVDITSWYDGVREELEVLVQDKGVNSFQVYMAYKDLYQMSDSQLYEAFTFLKGLGAVILVHAENGDLIAQEQKRILEMGITGPEGHALSRPEELEAEAVFRAIAIAGRINCPVYITKVMSKSAADIIALARKKGPLVFGEPIAASLGTDGTHYWSKNWAKAAA.... Result: 0 (no interaction). (5) The miRNA is hsa-miR-371a-5p with sequence ACUCAAACUGUGGGGGCACU. The protein sequence of the target gene is MSEVLPADSGVDTLAVFMASSGTTDVTNRNSPATPPNTLNLRSSHNELLNAEIKHTETKNSTPPKCRKKYALTNIQAAMGLSDPAAQPLLGNGSANIKLVKNGENQLRKAAEQGQQDPNKNLSPTAVINITSEKLEGKEPHPQDSSSCEILPSQPRRTKSFLNYYADLETSARELEQNRGNHHGTAEEKSQPVQGQASTIIGNGDLLLQKPNRPQSSPEDGQVATVSSSPETKKDHPKTGAKTDCALHRIQNLAPSDEESSWTTLSQDSASPSSPDETDIWSDHSFQTDPDLPPGWKRVS.... Result: 0 (no interaction). (6) The miRNA is cel-miR-1823-3p with sequence UACUGGAAGUGUUUAGGAGUAA. The protein sequence of the target gene is MAGEITETGELYSSYVGLVYMFNLIVGTGALTMPKAFATAGWLVSLVLLVFLGFMSFVTTTFVIEAMAAANAQLHWKRMENLKEEEDDDSSTASDSDVLIRDNYERAEKRPILSVQRRGSPNPFEITDRVEMGQMASMFFNKVGVNLFYFCIIVYLYGDLAIYAAAVPFSLMQVTCSATGNDSCGVEADTKYNDTDRCWGPLRRVDAYRIYLAIFTLLLGPFTFFDVQKTKYLQILTSLMRWIAFAVMIVLALIRIGHGQGEGHPPLADFSGVRNLFGVCVYSFMCQHSLPSLITPVSSK.... Result: 0 (no interaction). (7) The miRNA is mmu-miR-3098-3p with sequence UUCUGCUGCCUGCCUUUAGGA. The protein sequence of the target gene is MGTPHLQGFLLLFPLLLRLHGASAGSLHSPGLSECFQVNGADYRGHQNYTGPRGAGRPCLFWDQTQQHSYSSASDPQGRWGLGAHNFCRNPDGDVQPWCYVAETEEGIYWRYCDIPTCHMPGYLGCFVDSGAPPALSGPSGTSTKLTVQVCLRFCRMKGYQLAGVEAGYACFCGSESDLARGRPAPATDCDQICFGHPGQLCGGDGRLGIYEVSVGSCQGNWSAPQGVIYSPDFPDEYGPDRNCSWVLGQLGAVLELTFRLFELADSRDRLELRDVSSGNLLRAFDGAHPPPPGPLRLRT.... Result: 0 (no interaction). (8) The miRNA is hsa-miR-4530 with sequence CCCAGCAGGACGGGAGCG. The protein sequence of the target gene is MDDQSRMLQTLAGVNLAGHSVQGGMALPPPPHGHEGADGDGRKQDIGDILHQIMTITDQSLDEAQAKKHALNCHRMKPALFSVLCEIKEKTGLSIRGAQEEDPPDPQLMRLDNMLLAEGVSGPEKGGGSAAAAAAAAASGGSSDNSIEHSDYRAKLTQIRQIYHTELEKYEQACNEFTTHVMNLLREQSRTRPISPKEIERMVGIIHRKFSSIQMQLKQSTCEAVMILRSRFLDARRKRRNFSKQATEILNEYFYSHLSNPYPSEEAKEELAKKCSITVSQVSNWFGNKRIRYKKNIGKF.... Result: 0 (no interaction). (9) The miRNA is mmu-miR-3473d with sequence CCACUGAGCCACUUUCCAGCCCUU. The protein sequence of the target gene is MGARVTRALRNFNVEKRAEREISKRKPSMAPKHPSTRDLLQEHRSQYPEIEEVVSKKDNKLLSLLRDVYVDSKDPVPALPVKVEPRQEPKEFRLPIGNHFDKNITDIPKGKITVVEALTLLNNHKLSPETWTAEKIAQEYYLELKDVNSLLKYFVTFEVKILPPEDRKAIQSK. Result: 0 (no interaction).